Dataset: Forward reaction prediction with 1.9M reactions from USPTO patents (1976-2016). Task: Predict the product of the given reaction. (1) Given the reactants [N:1]1[C:9]2[C:4](=[N:5][CH:6]=[CH:7][CH:8]=2)[N:3]([C:10]2[CH:15]=[CH:14][C:13]([CH2:16][C:17]([OH:19])=O)=[CH:12][CH:11]=2)[CH:2]=1.[CH3:20][O:21][C:22]1[CH:38]=[CH:37][C:25]([C:26]2[CH:27]=[C:28]([C:33]([F:36])([F:35])[F:34])[CH:29]=[C:30]([NH2:32])[CH:31]=2)=[CH:24][CH:23]=1, predict the reaction product. The product is: [N:1]1[C:9]2[C:4](=[N:5][CH:6]=[CH:7][CH:8]=2)[N:3]([C:10]2[CH:11]=[CH:12][C:13]([CH2:16][C:17]([NH:32][C:30]3[CH:31]=[C:26]([C:25]4[CH:37]=[CH:38][C:22]([O:21][CH3:20])=[CH:23][CH:24]=4)[CH:27]=[C:28]([C:33]([F:34])([F:35])[F:36])[CH:29]=3)=[O:19])=[CH:14][CH:15]=2)[CH:2]=1. (2) Given the reactants [Cl:1][C:2]1[CH:7]=[CH:6][CH:5]=[CH:4][C:3]=1[C:8]1[CH:19]=[C:18]2[C:14]([CH:15]=[CH:16][N:17]2[CH2:20][CH2:21][O:22][CH3:23])=[C:13]2[C:9]=1[C:10](=[O:25])[NH:11][C:12]2=[O:24].[Br:26]Br.S(S([O-])=O)([O-])(=O)=O.[Na+].[Na+], predict the reaction product. The product is: [Br:26][C:15]1[C:14]2[C:18](=[CH:19][C:8]([C:3]3[CH:4]=[CH:5][CH:6]=[CH:7][C:2]=3[Cl:1])=[C:9]3[C:13]=2[C:12](=[O:24])[NH:11][C:10]3=[O:25])[N:17]([CH2:20][CH2:21][O:22][CH3:23])[CH:16]=1. (3) Given the reactants [H-].C([Al+]CC(C)C)C(C)C.C1(C)C=CC=CC=1.[CH3:18][CH:19]1[O:23][C:22](=[O:24])[CH:21]([S:25][C:26]2[CH:31]=[CH:30][CH:29]=[CH:28][N:27]=2)[CH2:20]1.CO.C(C(C(C([O-])=O)O)O)([O-])=O.[Na+].[K+], predict the reaction product. The product is: [CH3:18][CH:19]1[O:23][CH:22]([OH:24])[CH:21]([S:25][C:26]2[CH:31]=[CH:30][CH:29]=[CH:28][N:27]=2)[CH2:20]1. (4) Given the reactants [Cl:1][C:2]1[CH:3]=[C:4]([N:10]2[C:14]([CH3:15])=[C:13]([CH2:16][C:17]3[CH:25]=[CH:24][C:20]([C:21](O)=[O:22])=[CH:19][CH:18]=3)[C:12]([CH3:26])=[N:11]2)[CH:5]=[CH:6][C:7]=1[C:8]#[N:9].[CH3:27][N:28]1[CH2:33][CH2:32][NH:31][CH2:30][CH2:29]1, predict the reaction product. The product is: [Cl:1][C:2]1[CH:3]=[C:4]([N:10]2[C:14]([CH3:15])=[C:13]([CH2:16][C:17]3[CH:25]=[CH:24][C:20]([C:21]([N:31]4[CH2:32][CH2:33][N:28]([CH3:27])[CH2:29][CH2:30]4)=[O:22])=[CH:19][CH:18]=3)[C:12]([CH3:26])=[N:11]2)[CH:5]=[CH:6][C:7]=1[C:8]#[N:9]. (5) Given the reactants [H-].[Na+].[OH:3][CH:4]1[CH2:7][N:6]([C:8]2[CH:17]=[C:16]([C:18]([NH:20][CH2:21][C@H:22]3[CH2:27][CH2:26][C@H:25]([CH2:28][NH:29][C:30](=[O:36])[O:31][C:32]([CH3:35])([CH3:34])[CH3:33])[CH2:24][CH2:23]3)=[O:19])[C:15]3[C:10](=[CH:11][CH:12]=[CH:13][CH:14]=3)[N:9]=2)[CH2:5]1.Cl.Cl[CH2:39][CH2:40][N:41]([CH3:43])[CH3:42], predict the reaction product. The product is: [CH3:42][N:41]([CH3:43])[CH2:40][CH2:39][O:3][CH:4]1[CH2:5][N:6]([C:8]2[CH:17]=[C:16]([C:18]([NH:20][CH2:21][C@H:22]3[CH2:23][CH2:24][C@H:25]([CH2:28][NH:29][C:30](=[O:36])[O:31][C:32]([CH3:33])([CH3:35])[CH3:34])[CH2:26][CH2:27]3)=[O:19])[C:15]3[C:10](=[CH:11][CH:12]=[CH:13][CH:14]=3)[N:9]=2)[CH2:7]1. (6) The product is: [CH3:1][C:2]1[CH:3]=[CH:4][C:5]([CH2:8][OH:9])=[N:6][CH:7]=1. Given the reactants [CH3:1][C:2]1[CH:3]=[CH:4][C:5]([CH2:8][O:9]C(=O)C)=[N:6][CH:7]=1, predict the reaction product. (7) Given the reactants [Cl:1][C:2]1[CH:3]=[C:4]([C:9]2([C:22]([F:25])([F:24])[F:23])[O:13][N:12]=[C:11]([C:14]3[CH:15]=[CH:16][C:17]([CH3:21])=[C:18]([CH:20]=3)[NH2:19])[CH2:10]2)[CH:5]=[C:6]([Cl:8])[CH:7]=1.[C:26](O)(=[O:30])[CH:27]([CH3:29])[CH3:28].Cl.C(N(CC)CCCN=C=NCC)C.C(=O)([O-])O.[Na+], predict the reaction product. The product is: [Cl:1][C:2]1[CH:3]=[C:4]([C:9]2([C:22]([F:23])([F:25])[F:24])[O:13][N:12]=[C:11]([C:14]3[CH:15]=[CH:16][C:17]([CH3:21])=[C:18]([NH:19][C:26](=[O:30])[CH:27]([CH3:29])[CH3:28])[CH:20]=3)[CH2:10]2)[CH:5]=[C:6]([Cl:8])[CH:7]=1. (8) Given the reactants [CH2:1]([O:3][C:4](=[O:17])[C:5]([O:8][C:9]1[CH:14]=[CH:13][C:12]([CH2:15][NH2:16])=[CH:11][CH:10]=1)([CH3:7])[CH3:6])[CH3:2].[CH:18]1([C:21]2[C:26]([CH2:27][C:28](O)=[O:29])=[CH:25][N:24]=[C:23]([C:31]3[CH:36]=[CH:35][C:34]([C:37]([F:40])([F:39])[F:38])=[CH:33][CH:32]=3)[N:22]=2)[CH2:20][CH2:19]1.ClCC1C(C2CC2)=NC(C2C=CC(C(F)(F)F)=CC=2)=NC=1, predict the reaction product. The product is: [CH2:1]([O:3][C:4](=[O:17])[C:5]([O:8][C:9]1[CH:10]=[CH:11][C:12]([CH2:15][NH:16][C:28](=[O:29])[CH2:27][C:26]2[C:21]([CH:18]3[CH2:19][CH2:20]3)=[N:22][C:23]([C:31]3[CH:32]=[CH:33][C:34]([C:37]([F:40])([F:39])[F:38])=[CH:35][CH:36]=3)=[N:24][CH:25]=2)=[CH:13][CH:14]=1)([CH3:7])[CH3:6])[CH3:2].